Dataset: Catalyst prediction with 721,799 reactions and 888 catalyst types from USPTO. Task: Predict which catalyst facilitates the given reaction. (1) Reactant: ClC1C=[C:4]([N:8]2[C:12](N)=[CH:11][C:10](C(F)(F)F)=N2)[CH:5]=[CH:6][CH:7]=1.[C:18]([C:22]1[CH:26]=[C:25]([CH2:27][NH2:28])[N:24]([C:29]2[CH:34]=[CH:33][CH:32]=[C:31]([Cl:35])[CH:30]=2)[N:23]=1)([CH3:21])([CH3:20])[CH3:19].F[B-](F)(F)F.N1([O:50][C:51](N(C)C)=[N+](C)C)C2C=CC=CC=2N=N1.C(N(C(C)C)C(C)C)C. Product: [C:18]([C:22]1[CH:26]=[C:25]([CH2:27][NH:28][C:51](=[O:50])[CH:11]([C:12]2[CH:7]=[CH:6][CH:5]=[CH:4][N:8]=2)[CH3:10])[N:24]([C:29]2[CH:34]=[CH:33][CH:32]=[C:31]([Cl:35])[CH:30]=2)[N:23]=1)([CH3:21])([CH3:19])[CH3:20]. The catalyst class is: 213. (2) Reactant: [Br:1][C:2]1[CH:3]=[C:4]2[C:8](=[CH:9][CH:10]=1)[N:7]([CH3:11])[C:6]([C:12]([O:14][CH2:15][CH3:16])=[O:13])=[CH:5]2.[B-](F)(F)(F)[F:18].[B-](F)(F)(F)F.C1[N+]2(CCl)CC[N+](F)(CC2)C1. Product: [Br:1][C:2]1[CH:3]=[C:4]2[C:8](=[CH:9][CH:10]=1)[N:7]([CH3:11])[C:6]([C:12]([O:14][CH2:15][CH3:16])=[O:13])=[C:5]2[F:18]. The catalyst class is: 23. (3) Reactant: C(NC(C)C)(C)C.[Li]CCCC.[C:13]([O:18][CH2:19][CH3:20])(=[O:17])[CH:14]([CH3:16])[CH3:15].Br[CH2:22][C:23]1[CH:28]=[CH:27][CH:26]=[CH:25][C:24]=1[C:29]([F:32])([F:31])[F:30]. Product: [CH3:15][C:14]([CH3:16])([CH2:22][C:23]1[CH:28]=[CH:27][CH:26]=[CH:25][C:24]=1[C:29]([F:32])([F:31])[F:30])[C:13]([O:18][CH2:19][CH3:20])=[O:17]. The catalyst class is: 1.